Dataset: Peptide-MHC class II binding affinity with 134,281 pairs from IEDB. Task: Regression. Given a peptide amino acid sequence and an MHC pseudo amino acid sequence, predict their binding affinity value. This is MHC class II binding data. (1) The peptide sequence is EMTYKNKVVKVLRPA. The MHC is HLA-DQA10501-DQB10402 with pseudo-sequence HLA-DQA10501-DQB10402. The binding affinity (normalized) is 0.659. (2) The peptide sequence is AAAAPAAVGAAVGGT. The MHC is DRB1_1101 with pseudo-sequence DRB1_1101. The binding affinity (normalized) is 0.111.